Dataset: Full USPTO retrosynthesis dataset with 1.9M reactions from patents (1976-2016). Task: Predict the reactants needed to synthesize the given product. (1) Given the product [F:40][C:41]([F:46])([F:45])[C:42]([OH:44])=[O:43].[CH2:19]([N:18]([C:26]1[N:31]=[CH:30][C:29]([N:34]2[CH2:39][CH2:38][CH2:37][CH2:36][CH2:35]2)=[CH:28][N:27]=1)[CH2:17][CH2:16][C:14]1[N:15]=[C:11]([S:10][C:7]([CH3:8])([CH3:9])[C:6]([OH:5])=[O:33])[S:12][CH:13]=1)[CH2:20][CH2:21][CH2:22][CH2:23][CH2:24][CH3:25], predict the reactants needed to synthesize it. The reactants are: C([O:5][C:6](=[O:33])[C:7]([S:10][C:11]1[S:12][CH:13]=[C:14]([CH2:16][CH2:17][N:18]([C:26]2[N:31]=[CH:30][C:29](Br)=[CH:28][N:27]=2)[CH2:19][CH2:20][CH2:21][CH2:22][CH2:23][CH2:24][CH3:25])[N:15]=1)([CH3:9])[CH3:8])(C)(C)C.[NH:34]1[CH2:39][CH2:38][CH2:37][CH2:36][CH2:35]1.[F:40][C:41]([F:46])([F:45])[C:42]([OH:44])=[O:43]. (2) Given the product [F:7][C:8]1[C:9](=[O:15])[N:10]([CH2:17][CH2:18][C@@:19]([CH3:29])([S:25]([CH3:28])(=[O:27])=[O:26])[C:20]([O:22][CH2:23][CH3:24])=[O:21])[CH:11]=[CH:12][C:13]=1[I:14], predict the reactants needed to synthesize it. The reactants are: C(=O)([O-])[O-].[Cs+].[Cs+].[F:7][C:8]1[C:9](=[O:15])[NH:10][CH:11]=[CH:12][C:13]=1[I:14].Br[CH2:17][CH2:18][C:19]([CH3:29])([S:25]([CH3:28])(=[O:27])=[O:26])[C:20]([O:22][CH2:23][CH3:24])=[O:21]. (3) Given the product [CH3:47][O:46][C:43]1[CH:44]=[CH:45][C:40]([CH2:39][N:8]([CH2:7][C:6]2[CH:48]=[CH:49][C:3]([O:2][CH3:1])=[CH:4][CH:5]=2)[C:9]2[N:10]=[CH:11][C:12]([C:15]3[C:16]4[CH2:29][CH2:28][N:27]([C:30]5[CH:31]=[C:32]([C:33]([N:102]6[CH2:103][CH2:104][N:99]([CH2:105][CH2:106][OH:107])[CH2:100][CH2:101]6)=[O:34])[CH:36]=[CH:37][CH:38]=5)[C:17]=4[N:18]=[C:19]([N:21]4[CH2:26][CH2:25][O:24][CH2:23][CH2:22]4)[N:20]=3)=[CH:13][N:14]=2)=[CH:41][CH:42]=1, predict the reactants needed to synthesize it. The reactants are: [CH3:1][O:2][C:3]1[CH:49]=[CH:48][C:6]([CH2:7][N:8]([CH2:39][C:40]2[CH:45]=[CH:44][C:43]([O:46][CH3:47])=[CH:42][CH:41]=2)[C:9]2[N:14]=[CH:13][C:12]([C:15]3[C:16]4[CH2:29][CH2:28][N:27]([C:30]5[CH:31]=[C:32]([CH:36]=[CH:37][CH:38]=5)[C:33](O)=[O:34])[C:17]=4[N:18]=[C:19]([N:21]4[CH2:26][CH2:25][O:24][CH2:23][CH2:22]4)[N:20]=3)=[CH:11][N:10]=2)=[CH:5][CH:4]=1.COC1C=CC(CN(CC2C=CC(OC)=CC=2)C2N=CC(C3C4CCN(C5C=CC(C(O)=O)=CC=5)C=4N=C(N4CCOCC4)N=3)=CN=2)=CC=1.[N:99]1([CH2:105][CH2:106][OH:107])[CH2:104][CH2:103][NH:102][CH2:101][CH2:100]1. (4) Given the product [O:23]=[C:16]1[NH:15][C:14]([NH:1][C:2]2[CH:3]=[C:4]([NH:8][S:9]([CH3:12])(=[O:11])=[O:10])[CH:5]=[CH:6][CH:7]=2)=[N:22][C:21]2[NH:20][CH:19]=[N:18][C:17]1=2, predict the reactants needed to synthesize it. The reactants are: [NH2:1][C:2]1[CH:3]=[C:4]([NH:8][S:9]([CH3:12])(=[O:11])=[O:10])[CH:5]=[CH:6][CH:7]=1.Br[C:14]1[NH:15][C:16](=[O:23])[C:17]2[N:18]=[CH:19][NH:20][C:21]=2[N:22]=1.